This data is from CYP2C9 inhibition data for predicting drug metabolism from PubChem BioAssay. The task is: Regression/Classification. Given a drug SMILES string, predict its absorption, distribution, metabolism, or excretion properties. Task type varies by dataset: regression for continuous measurements (e.g., permeability, clearance, half-life) or binary classification for categorical outcomes (e.g., BBB penetration, CYP inhibition). Dataset: cyp2c9_veith. (1) The molecule is N#Cc1ccccc1-c1cncnc1NCc1cccnc1. The result is 0 (non-inhibitor). (2) The compound is CCCCN1C(=O)/C(=C\c2ccco2)C(=O)N(CCc2ccccc2)C1=O. The result is 1 (inhibitor). (3) The molecule is O=c1[nH]c(CSc2nnc(-c3ccccc3)n2C2CCCCC2)nc2ccccc12. The result is 1 (inhibitor). (4) The drug is N[C@H](CC(=O)O)C(=O)O. The result is 0 (non-inhibitor). (5) The compound is CCC(CC)C(=O)Nc1ccc(C)c(O)c1. The result is 1 (inhibitor). (6) The molecule is COc1ccc(CCNC(=O)c2ccc3c(=O)n(Cc4ccco4)c(=S)[nH]c3c2)cc1OC. The result is 1 (inhibitor). (7) The molecule is O=C(Nc1ccc(F)cc1F)c1cccnc1Oc1cccc(C(F)(F)F)c1. The result is 0 (non-inhibitor).